Dataset: Forward reaction prediction with 1.9M reactions from USPTO patents (1976-2016). Task: Predict the product of the given reaction. (1) The product is: [S:1]1[CH:5]=[N:4][N:3]=[C:2]1[C:6]1[CH:11]=[CH:10][CH:9]=[CH:8][C:7]=1[NH:12][C:13]([C:15]1[CH:20]=[C:19]([N:21]([CH2:22][CH2:23][N:24]([CH3:26])[CH3:25])[CH3:33])[N:18]=[C:17]([C:27]2[CH:32]=[CH:31][CH:30]=[CH:29][CH:28]=2)[N:16]=1)=[O:14]. Given the reactants [S:1]1[CH:5]=[N:4][N:3]=[C:2]1[C:6]1[CH:11]=[CH:10][CH:9]=[CH:8][C:7]=1[NH:12][C:13]([C:15]1[CH:20]=[C:19]([NH:21][CH2:22][CH2:23][N:24]([CH3:26])[CH3:25])[N:18]=[C:17]([C:27]2[CH:32]=[CH:31][CH:30]=[CH:29][CH:28]=2)[N:16]=1)=[O:14].[CH3:33]N(C)CCN, predict the reaction product. (2) Given the reactants I[C:2]1[CH:7]=[CH:6][N:5]=[CH:4][C:3]=1[NH:8][C:9](=[O:15])[O:10][C:11]([CH3:14])([CH3:13])[CH3:12].[CH2:16]([OH:19])[C:17]#[CH:18].C(N(CC)CC)C.[Cl-].[Na+], predict the reaction product. The product is: [OH:19][CH2:16][C:17]#[C:18][C:2]1[CH:7]=[CH:6][N:5]=[CH:4][C:3]=1[NH:8][C:9](=[O:15])[O:10][C:11]([CH3:14])([CH3:13])[CH3:12].